From a dataset of M1 muscarinic receptor agonist screen with 61,833 compounds. Binary Classification. Given a drug SMILES string, predict its activity (active/inactive) in a high-throughput screening assay against a specified biological target. (1) The drug is S(=O)(=O)(N1CCN(CC1)C)c1c(OC)ccc(OC)c1. The result is 0 (inactive). (2) The molecule is O(C(=O)CCC(=O)Nc1nc(OC)nc(OC)c1)CC=C. The result is 0 (inactive). (3) The drug is o1c(nnc1c1ccccc1)c1ccc(NC(=O)Cc2cc(OC)c(OC)cc2)cc1. The result is 0 (inactive).